From a dataset of Full USPTO retrosynthesis dataset with 1.9M reactions from patents (1976-2016). Predict the reactants needed to synthesize the given product. (1) Given the product [Br:15][C:16]1[CH:17]=[CH:18][C:19]([C:22]([NH:10][S:7]([C:2]2[CH:3]=[CH:4][CH:5]=[CH:6][C:1]=2[S:11](=[O:13])(=[O:12])[NH2:14])(=[O:9])=[O:8])=[O:23])=[N:20][CH:21]=1, predict the reactants needed to synthesize it. The reactants are: [C:1]1([S:11]([NH2:14])(=[O:13])=[O:12])[C:2]([S:7]([NH2:10])(=[O:9])=[O:8])=[CH:3][CH:4]=[CH:5][CH:6]=1.[Br:15][C:16]1[CH:17]=[CH:18][C:19]([C:22](O)=[O:23])=[N:20][CH:21]=1.C(Cl)CCl. (2) The reactants are: [F:1][C:2]1[CH:3]=[C:4]([OH:9])[CH:5]=[C:6]([F:8])[CH:7]=1.[C:10]([O:14][CH3:15])(=[O:13])[C:11]#[CH:12].[F-].C([N+](CCCC)(CCCC)CCCC)CCC.O1CCCC1. Given the product [F:1][C:2]1[CH:3]=[C:4]([CH:5]=[C:6]([F:8])[CH:7]=1)[O:9][CH:12]=[CH:11][C:10]([O:14][CH3:15])=[O:13], predict the reactants needed to synthesize it. (3) Given the product [Cl:1][C:2]1[C:11]2[C:6](=[CH:7][CH:8]=[CH:9][CH:10]=2)[C:5]([O:12][CH2:14][C:15]([NH2:17])=[O:16])=[CH:4][CH:3]=1, predict the reactants needed to synthesize it. The reactants are: [Cl:1][C:2]1[C:11]2[C:6](=[CH:7][CH:8]=[CH:9][CH:10]=2)[C:5]([OH:12])=[CH:4][CH:3]=1.Br[CH2:14][C:15]([NH2:17])=[O:16].C([O-])([O-])=O.[K+].[K+]. (4) Given the product [Cl:30][C:28]1[CH:27]=[C:7]([CH2:8][N:9]([CH3:26])[C:10](=[O:25])[CH2:11][C:12]2([C:18]3[CH:23]=[CH:22][C:21]([F:24])=[CH:20][CH:19]=3)[CH2:13][CH2:14][N:15]([CH3:31])[CH2:16][CH2:17]2)[CH:6]=[C:5]([Cl:4])[CH:29]=1, predict the reactants needed to synthesize it. The reactants are: C=O.Cl.[Cl:4][C:5]1[CH:6]=[C:7]([CH:27]=[C:28]([Cl:30])[CH:29]=1)[CH2:8][N:9]([CH3:26])[C:10](=[O:25])[CH2:11][C:12]1([C:18]2[CH:23]=[CH:22][C:21]([F:24])=[CH:20][CH:19]=2)[CH2:17][CH2:16][NH:15][CH2:14][CH2:13]1.[C:31](O[BH-](OC(=O)C)OC(=O)C)(=O)C.[Na+]. (5) The reactants are: [C:1]([C:5]1[CH:10]=[CH:9][CH:8]=[CH:7][C:6]=1[N:11]1[CH2:16][CH2:15][N:14]([C:17]([C:19]2[O:23][N:22]=[C:21]([O:24][CH2:25][C:26]([O:28]C(C)(C)C)=[O:27])[CH:20]=2)=[O:18])[CH2:13][CH2:12]1)([CH3:4])([CH3:3])[CH3:2].FC(F)(F)C(O)=O.[OH-].[Na+]. Given the product [C:1]([C:5]1[CH:10]=[CH:9][CH:8]=[CH:7][C:6]=1[N:11]1[CH2:16][CH2:15][N:14]([C:17]([C:19]2[O:23][N:22]=[C:21]([O:24][CH2:25][C:26]([OH:28])=[O:27])[CH:20]=2)=[O:18])[CH2:13][CH2:12]1)([CH3:4])([CH3:2])[CH3:3], predict the reactants needed to synthesize it. (6) Given the product [CH:56]1([CH2:55][O:54][C:37]2[CH:36]=[C:35]3[C:40](=[CH:39][CH:38]=2)[C:41]2[NH:42][C:43]([C:46]4[C:47]([Br:53])=[CH:48][CH:49]=[CH:50][C:51]=4[Br:52])=[N:44][C:45]=2[C:32]2[CH:31]=[CH:30][C:29]([CH2:28][C:27]([CH3:60])([OH:26])[CH3:59])=[CH:34][C:33]3=2)[CH2:57][CH2:58]1, predict the reactants needed to synthesize it. The reactants are: CCCC[N+](CCCC)(CCCC)CCCC.[F-].[Si]([O:26][C:27]([CH3:60])([CH3:59])[CH2:28][C:29]1[CH:30]=[CH:31][C:32]2[C:45]3[N:44]=[C:43]([C:46]4[C:51]([Br:52])=[CH:50][CH:49]=[CH:48][C:47]=4[Br:53])[NH:42][C:41]=3[C:40]3[C:35](=[CH:36][C:37]([O:54][CH2:55][CH:56]4[CH2:58][CH2:57]4)=[CH:38][CH:39]=3)[C:33]=2[CH:34]=1)(C(C)(C)C)(C)C. (7) The reactants are: [S:1]1[CH:5]=[CH:4][CH:3]=[C:2]1[CH:6]([OH:13])[C:7]#[C:8][Si](C)(C)C.C1(C)C=CC(P(C2C=CC(C)=CC=2)C2C=CC(C)=CC=2)=CC=1.CC1(C)CCCC(C)(C)N1. Given the product [S:1]1[CH:5]=[CH:4][C:3]2[CH2:8][CH2:7][C:6](=[O:13])[C:2]1=2, predict the reactants needed to synthesize it.